Dataset: Full USPTO retrosynthesis dataset with 1.9M reactions from patents (1976-2016). Task: Predict the reactants needed to synthesize the given product. Given the product [Cl:1][C:2]1[C:3]([N+:8]([O-:10])=[O:9])=[CH:4][N:5]=[C:6]([NH2:11])[CH:7]=1, predict the reactants needed to synthesize it. The reactants are: [Cl:1][C:2]1[CH:7]=[CH:6][N:5]=[CH:4][C:3]=1[N+:8]([O-:10])=[O:9].[NH4+:11].[Mn]([O-])(=O)(=O)=O.[K+].